From a dataset of Forward reaction prediction with 1.9M reactions from USPTO patents (1976-2016). Predict the product of the given reaction. (1) Given the reactants [C:1]([O:4][C@H:5]1[CH2:22][CH2:21][C@@:20]2([CH3:23])[C@@H:7]([CH2:8][CH2:9][C@:10]3([CH3:43])[C@@H:19]2[CH2:18][CH2:17][C@H:16]2[C@@:11]3([CH3:42])[CH2:12][CH2:13][C@@:14]3([C:30]([NH:32]NC(=O)C4C=CC=CC=4)=[O:31])[CH2:26][CH2:25][C@@H:24]([C:27]([CH3:29])=[CH2:28])[C@@H:15]32)[C:6]1([CH3:45])[CH3:44])(=[O:3])[CH3:2].C([N:48]([CH2:51][CH3:52])CC)C.C(Cl)Cl, predict the reaction product. The product is: [C:1]([O:4][C@H:5]1[CH2:22][CH2:21][C@@:20]2([CH3:23])[C@@H:7]([CH2:8][CH2:9][C@:10]3([CH3:43])[C@@H:19]2[CH2:18][CH2:17][C@H:16]2[C@@:11]3([CH3:42])[CH2:12][CH2:13][C@@:14]3([C:30]4[O:31][C:51]([C:52]5[CH:21]=[CH:22][CH:5]=[CH:6][CH:7]=5)=[N:48][N:32]=4)[CH2:26][CH2:25][C@@H:24]([C:27]([CH3:29])=[CH2:28])[C@@H:15]32)[C:6]1([CH3:45])[CH3:44])(=[O:3])[CH3:2]. (2) Given the reactants [CH2:1]([NH:8][C:9](=O)[CH2:10][N:11]1[C:19](=[O:20])[C:18]2[C:13](=[CH:14][CH:15]=[CH:16][CH:17]=2)[C:12]1=[O:21])[C:2]1[CH:7]=[CH:6][CH:5]=[CH:4][CH:3]=1.[N-:23]=[N+:24]=[N-:25].[Na+].FC(F)(F)S(OS(C(F)(F)F)(=O)=O)(=O)=O.ClCCl, predict the reaction product. The product is: [CH2:1]([N:8]1[C:9]([CH2:10][N:11]2[C:19](=[O:20])[C:18]3[C:13](=[CH:14][CH:15]=[CH:16][CH:17]=3)[C:12]2=[O:21])=[N:25][N:24]=[N:23]1)[C:2]1[CH:7]=[CH:6][CH:5]=[CH:4][CH:3]=1. (3) Given the reactants Br[C:2]1[CH:9]=[CH:8][C:5]([CH2:6][OH:7])=[C:4]([Cl:10])[CH:3]=1.[C:11]1(OB(O)O)[CH:16]=[CH:15][CH:14]=[CH:13][CH:12]=1.C(=O)([O-])[O-].[Na+].[Na+].C(OCC)(=O)C, predict the reaction product. The product is: [Cl:10][C:4]1[CH:3]=[CH:2][CH:9]=[CH:8][C:5]=1[CH:6]([OH:7])[C:11]1[CH:16]=[CH:15][CH:14]=[CH:13][CH:12]=1. (4) Given the reactants [OH:1][C@@H:2]([CH:22]([CH3:32])[CH2:23][CH2:24][CH2:25][C:26]1[CH:31]=[CH:30][CH:29]=[CH:28][CH:27]=1)/[CH:3]=[CH:4]/[C@H:5]1[CH2:9][CH2:8][C:7](=[O:10])[N:6]1[CH2:11][C:12]#[C:13][C:14]1[S:18][C:17]([C:19]([OH:21])=[O:20])=[CH:16][CH:15]=1, predict the reaction product. The product is: [OH:1][C@H:2]([CH:22]([CH3:32])[CH2:23][CH2:24][CH2:25][C:26]1[CH:27]=[CH:28][CH:29]=[CH:30][CH:31]=1)/[CH:3]=[CH:4]/[C@H:5]1[CH2:9][CH2:8][C:7](=[O:10])[N:6]1[CH2:11][C:12]#[C:13][C:14]1[S:18][C:17]([C:19]([OH:21])=[O:20])=[CH:16][CH:15]=1. (5) Given the reactants Br[CH2:2][CH2:3][CH:4]([CH:19]1[CH2:24][CH2:23][CH2:22][CH2:21][CH2:20]1)[C:5]([NH:7][CH2:8][C:9]1[C:14]([Cl:15])=[CH:13][C:12]([O:16][CH3:17])=[CH:11][C:10]=1[Cl:18])=[O:6].C(N(C(C)C)CC)(C)C, predict the reaction product. The product is: [CH:19]1([CH:4]2[CH2:3][CH2:2][N:7]([CH2:8][C:9]3[C:14]([Cl:15])=[CH:13][C:12]([O:16][CH3:17])=[CH:11][C:10]=3[Cl:18])[C:5]2=[O:6])[CH2:24][CH2:23][CH2:22][CH2:21][CH2:20]1. (6) Given the reactants [F:1][C:2]1[CH:3]=[CH:4][C:5]([OH:24])=[C:6]([C@H:8]2[CH2:12][CH2:11][CH2:10][N:9]2[C:13]2[CH:18]=[CH:17][N:16]3[N:19]=[CH:20][C:21]([CH:22]=[O:23])=[C:15]3[N:14]=2)[CH:7]=1.Br[CH2:26][CH2:27][NH:28][C:29](=[O:35])[O:30][C:31]([CH3:34])([CH3:33])[CH3:32].C(=O)([O-])[O-].[K+].[K+].CN(C=O)C, predict the reaction product. The product is: [F:1][C:2]1[CH:3]=[CH:4][C:5]([O:24][CH2:26][CH2:27][NH:28][C:29](=[O:35])[O:30][C:31]([CH3:34])([CH3:33])[CH3:32])=[C:6]([C@H:8]2[CH2:12][CH2:11][CH2:10][N:9]2[C:13]2[CH:18]=[CH:17][N:16]3[N:19]=[CH:20][C:21]([CH:22]=[O:23])=[C:15]3[N:14]=2)[CH:7]=1.